This data is from Experimentally validated miRNA-target interactions with 360,000+ pairs, plus equal number of negative samples. The task is: Binary Classification. Given a miRNA mature sequence and a target amino acid sequence, predict their likelihood of interaction. (1) The miRNA is hsa-miR-4252 with sequence GGCCACUGAGUCAGCACCA. The protein sequence of the target gene is MAELDQLPDESSSAKALVSLKEGSLSNTWNEKYSSLQKTPVWKGRNTSSAVEMPFRNSKRSRLFSDEDDRQINTRSPKRNQRVAMVPQKFTATMSTPDKKASQKIGFRLRNLLKLPKAHKWCIYEWFYSNIDKPLFEGDNDFCVCLKESFPNLKTRKLTRVEWGKIRRLMGKPRRCSSAFFEEERSALKQKRQKIRLLQQRKVADVSQFKDLPDEIPLPLVIGTKVTARLRGVHDGLFTGQIDAVDTLNATYRVTFDRTGLGTHTIPDYEVLSNEPHETMPIAAFGQKQRPSRFFMTPPR.... Result: 1 (interaction). (2) The miRNA is hsa-miR-4666a-3p with sequence CAUACAAUCUGACAUGUAUUU. The protein sequence of the target gene is MKIDIHTHILPKEWPDLEKRFGYGGWVQLQQQGKGEAKMIKDGKLFRVIQQNCWDPEVRIREMNQKGVTVQALSTVPVMFSYWAKPKDTLELCQFLNNDLAATVARYPRRFVGLGTLPMQAPELAVEEMERCVKALGFPGIQIGSHINTWDLNDPELFPIYAAAERLNCSLFVHPWDMQMDGRMAKYWLPWLVGMPSETTMAICSMIMGGVFEKFPKLKVCFAHGGGAFPFTIGRIAHGFNMRPDLCAQDNPSDPRKYLGSFYTDSLVHDPLSLKLLTDVIGKDKVMLGTDYPFPLGEQE.... Result: 0 (no interaction). (3) The miRNA is mmu-miR-34b-5p with sequence AGGCAGUGUAAUUAGCUGAUUGU. The protein sequence of the target gene is MKLFVPALLSLGALGLCLAAPRKNVRWCTISQPEWFKCRRWQWRMKKLGAPSITCVRRAFALECIRAIAEKKADAVTLDGGMVFEAGRDPYKLRPVAAEIYGTKESPQTHYYAVAVVKKGSNFQLDQLQGRKSCHTGLGRSAGWIIPMGILRPYLSWTESLEPLQGAVAKFFSASCVPCIDRQAYPNLCQLCKGEGENQCACSSREPYFGYSGAFKCLQDGAGDVAFVKETTVFENLPEKADRDQYELLCLNNSRAPVDAFKECHLAQVPSHAVVARSVDGKEDLIWKLLSKAQEKFGKN.... Result: 0 (no interaction). (4) The miRNA is hsa-miR-487b-3p with sequence AAUCGUACAGGGUCAUCCACUU. The protein sequence of the target gene is MASMRESDTGLWLHNKLGATDELWAPPSIASLLTAAVIDNIRLCFHRLSSAVKLKLLLGTLHLPRRTVDEMKAALMDIIQLATLDSDPWVLMVADILKSFPDTGSLNLDLEEQNPNVQDILGELREKVSECEASAMLPLECQYLNKNALTTLAGPLTPPVKHFQLKRKPKSATLRAELLQKSTETAQQLKRSAGVPFHAKGRGLLRKMDTTTPLKGIPKQAPFRSPTTPSVFSPSGNRTPIPPSRTPLQKERGVKLLDISELNTVGAGREAKRRRKTLDTEVVEKPTKEETVVENATPDY.... Result: 0 (no interaction).